Task: Regression/Classification. Given a drug SMILES string, predict its absorption, distribution, metabolism, or excretion properties. Task type varies by dataset: regression for continuous measurements (e.g., permeability, clearance, half-life) or binary classification for categorical outcomes (e.g., BBB penetration, CYP inhibition). Dataset: cyp2d6_veith.. Dataset: CYP2D6 inhibition data for predicting drug metabolism from PubChem BioAssay (1) The drug is C=CCN1C[C@H](C)N([C@H](c2ccc(C(=O)N(CC)CC)cc2)c2cccc(O)c2)C[C@H]1C. The result is 0 (non-inhibitor). (2) The result is 0 (non-inhibitor). The molecule is COc1ccc(NC(=O)C(c2ccc(OC)cc2)N(C)C(=O)CNC(C)=O)cc1. (3) The compound is CCc1c(O)nc2sc3ccccc3n2c1=O. The result is 0 (non-inhibitor). (4) The drug is Cc1noc(C)c1C(=O)N1CCC2(CC1)CN(c1ccccc1)C2. The result is 0 (non-inhibitor). (5) The compound is O=C1OCCC1Sc1nnc(-c2ccc(O)cc2)o1. The result is 0 (non-inhibitor).